Regression. Given two drug SMILES strings and cell line genomic features, predict the synergy score measuring deviation from expected non-interaction effect. From a dataset of NCI-60 drug combinations with 297,098 pairs across 59 cell lines. (1) Drug 1: C1=C(C(=O)NC(=O)N1)N(CCCl)CCCl. Drug 2: C1=C(C(=O)NC(=O)N1)F. Cell line: A549. Synergy scores: CSS=65.2, Synergy_ZIP=1.53, Synergy_Bliss=0.243, Synergy_Loewe=-0.964, Synergy_HSA=5.76. (2) Drug 1: C1=NC2=C(N=C(N=C2N1C3C(C(C(O3)CO)O)O)F)N. Drug 2: CN1C(=O)N2C=NC(=C2N=N1)C(=O)N. Cell line: OVCAR3. Synergy scores: CSS=0.632, Synergy_ZIP=2.89, Synergy_Bliss=8.23, Synergy_Loewe=-5.10, Synergy_HSA=-1.56.